Dataset: Reaction yield outcomes from USPTO patents with 853,638 reactions. Task: Predict the reaction yield, written as a fraction of the theoretical maximum amount of product (1.0 means a 100% yield; for example, 0.34 means a 34% yield). (1) The reactants are C(N(CC)CC)C.Cl.[O:9]=[C:10]1[CH:15]([N:16]2[C:24](=[O:25])[C:23]3[C:18](=[CH:19][CH:20]=[CH:21][C:22]=3[CH2:26][NH:27][CH3:28])[C:17]2=[O:29])[CH2:14][CH2:13][C:12](=[O:30])[NH:11]1.[C:31]1([N:37]=[C:38]=[O:39])[CH:36]=[CH:35][CH:34]=[CH:33][CH:32]=1. The catalyst is C1COCC1. The product is [O:9]=[C:10]1[CH:15]([N:16]2[C:24](=[O:25])[C:23]3[C:18](=[CH:19][CH:20]=[CH:21][C:22]=3[CH2:26][N:27]([CH3:28])[C:38]([NH:37][C:31]3[CH:36]=[CH:35][CH:34]=[CH:33][CH:32]=3)=[O:39])[C:17]2=[O:29])[CH2:14][CH2:13][C:12](=[O:30])[NH:11]1. The yield is 0.790. (2) The reactants are [Cl:1][C:2]1[CH:17]=[CH:16][C:5]([O:6][C:7]2[CH:15]=[CH:14][C:10]([C:11](O)=[O:12])=[CH:9][CH:8]=2)=[C:4]([N+:18]([O-:20])=[O:19])[CH:3]=1.C(Cl)(=O)C([Cl:24])=O.CN(C=O)C. The catalyst is C(Cl)Cl. The product is [Cl:1][C:2]1[CH:17]=[CH:16][C:5]([O:6][C:7]2[CH:15]=[CH:14][C:10]([C:11]([Cl:24])=[O:12])=[CH:9][CH:8]=2)=[C:4]([N+:18]([O-:20])=[O:19])[CH:3]=1. The yield is 1.00.